From a dataset of Forward reaction prediction with 1.9M reactions from USPTO patents (1976-2016). Predict the product of the given reaction. (1) The product is: [Cl:1][C:2]1[CH:7]=[C:6]([N+:8]([O-:10])=[O:9])[C:5]([S:22][CH2:17][CH3:16])=[CH:4][C:3]=1[Cl:12]. Given the reactants [Cl:1][C:2]1[CH:7]=[C:6]([N+:8]([O-:10])=[O:9])[C:5](F)=[CH:4][C:3]=1[Cl:12].ClC1C=[CH:16][C:17]([S:22]CC)=C(C=1)C#N, predict the reaction product. (2) Given the reactants [N:1]1[CH:6]=[CH:5][CH:4]=[CH:3][C:2]=1[C:7]1[O:11][C:10]([C:12]([O:14]CC)=[O:13])=[CH:9][CH:8]=1.[OH-].[Na+], predict the reaction product. The product is: [N:1]1[CH:6]=[CH:5][CH:4]=[CH:3][C:2]=1[C:7]1[O:11][C:10]([C:12]([OH:14])=[O:13])=[CH:9][CH:8]=1. (3) Given the reactants Cl[C:2]1[C:3]2[N:4]([C:13]([CH2:17][CH2:18][CH3:19])=[N:14][C:15]=2[CH3:16])[C:5]2[C:10]([N:11]=1)=[CH:9][CH:8]=[C:7]([F:12])[CH:6]=2.[OH-:20].[K+].Cl[CH2:23]Cl.O, predict the reaction product. The product is: [F:12][C:7]1[CH:6]=[C:5]2[C:10]([N:11]=[C:2]([O:20][CH3:23])[C:3]3[N:4]2[C:13]([CH2:17][CH2:18][CH3:19])=[N:14][C:15]=3[CH3:16])=[CH:9][CH:8]=1. (4) Given the reactants [CH3:1][C:2]1[C:6]([CH2:7][C:8](=[O:17])[CH2:9][CH2:10][C:11]2[CH:16]=[CH:15][CH:14]=[CH:13][CH:12]=2)=[C:5]([C:18]2[CH:23]=[CH:22][C:21]([C:24]3[CH:29]=[CH:28][C:27]([C:30]4([C:33]([OH:35])=[O:34])[CH2:32][CH2:31]4)=[CH:26][CH:25]=3)=[CH:20][CH:19]=2)[O:4][N:3]=1.[BH4-].[Na+], predict the reaction product. The product is: [OH:17][CH:8]([CH2:9][CH2:10][C:11]1[CH:16]=[CH:15][CH:14]=[CH:13][CH:12]=1)[CH2:7][C:6]1[C:2]([CH3:1])=[N:3][O:4][C:5]=1[C:18]1[CH:19]=[CH:20][C:21]([C:24]2[CH:29]=[CH:28][C:27]([C:30]3([C:33]([OH:35])=[O:34])[CH2:32][CH2:31]3)=[CH:26][CH:25]=2)=[CH:22][CH:23]=1.